This data is from Catalyst prediction with 721,799 reactions and 888 catalyst types from USPTO. The task is: Predict which catalyst facilitates the given reaction. (1) Reactant: [CH3:1][O:2][C:3]1[CH:4]=[C:5]2[C:10](=[CH:11][C:12]=1[O:13][CH3:14])[NH:9][C:8](=[O:15])[C:7]([C:16]([OH:18])=O)=[CH:6]2.CN(C(ON1N=NC2C=CC=NC1=2)=[N+](C)C)C.F[P-](F)(F)(F)(F)F.C(N(CC)CC)C.[NH2:50][C:51]1[CH:56]=[CH:55][N:54]=[CH:53][C:52]=1[CH3:57].C(=O)(O)[O-].[Na+]. Product: [CH3:57][C:52]1[CH:53]=[N:54][CH:55]=[CH:56][C:51]=1[NH:50][C:16]([C:7]1[C:8](=[O:15])[NH:9][C:10]2[C:5]([CH:6]=1)=[CH:4][C:3]([O:2][CH3:1])=[C:12]([O:13][CH3:14])[CH:11]=2)=[O:18]. The catalyst class is: 248. (2) The catalyst class is: 11. Product: [CH3:1][O:2][C:3]([C:5]1[CH:10]=[CH:9][CH:8]=[CH:7][C:6]=1[B:11]1[O:13][CH2:23][CH2:22][N:18]([CH2:14][CH2:15][CH2:16][CH3:17])[CH2:19][CH2:20][O:12]1)=[O:4]. Reactant: [CH3:1][O:2][C:3]([C:5]1[CH:10]=[CH:9][CH:8]=[CH:7][C:6]=1[B:11]([OH:13])[OH:12])=[O:4].[CH2:14]([N:18]([CH2:22][CH2:23]O)[CH2:19][CH2:20]O)[CH2:15][CH2:16][CH3:17]. (3) Reactant: O[CH:2]1[C:10]2[C:5](=[CH:6][C:7]([C:11]#[N:12])=[CH:8][CH:9]=2)[CH2:4][CH2:3]1.S(Cl)([Cl:15])=O. Product: [Cl:15][CH:2]1[C:10]2[C:5](=[CH:6][C:7]([C:11]#[N:12])=[CH:8][CH:9]=2)[CH2:4][CH2:3]1. The catalyst class is: 2. (4) Reactant: C(O)(C(F)(F)F)=O.[F:8][C:9]1[CH:10]=[C:11]([C:15]2[CH:16]=[C:17]3[C:21](=[CH:22][CH:23]=2)[N:20](C(OC(C)(C)C)=O)[CH2:19][CH2:18]3)[CH:12]=[N:13][CH:14]=1. Product: [F:8][C:9]1[CH:10]=[C:11]([C:15]2[CH:16]=[C:17]3[C:21](=[CH:22][CH:23]=2)[NH:20][CH2:19][CH2:18]3)[CH:12]=[N:13][CH:14]=1. The catalyst class is: 2. (5) Reactant: [Cl:1][CH2:2][CH2:3][CH2:4][O:5][C:6]1[CH:11]=[CH:10][C:9]([C:12]2[S:13][C:14]3[CH2:20][CH2:19][CH2:18][CH:17]([C:21]([O:23]CC)=[O:22])[C:15]=3[N:16]=2)=[CH:8][CH:7]=1.O.[OH-].[Li+]. The catalyst class is: 30. Product: [Cl:1][CH2:2][CH2:3][CH2:4][O:5][C:6]1[CH:7]=[CH:8][C:9]([C:12]2[S:13][C:14]3[CH2:20][CH2:19][CH2:18][CH:17]([C:21]([OH:23])=[O:22])[C:15]=3[N:16]=2)=[CH:10][CH:11]=1.